From a dataset of Full USPTO retrosynthesis dataset with 1.9M reactions from patents (1976-2016). Predict the reactants needed to synthesize the given product. (1) Given the product [CH3:27][C:25]1[N:26]=[C:2]([CH2:1][S:4][C:5]2[S:9][C:8]([NH:10][C:11](=[O:13])[CH3:12])=[N:7][CH:6]=2)[O:23][C:24]=1[CH3:28], predict the reactants needed to synthesize it. The reactants are: [C:1]([S:4][C:5]1[S:9][C:8]([NH:10][C:11](=[O:13])[CH3:12])=[N:7][CH:6]=1)(=O)[CH3:2].CC(C)([O-])C.[K+].BrCC1[O:23][C:24]([CH3:28])=[C:25]([CH3:27])[N:26]=1.C([O-])(O)=O.[Na+]. (2) Given the product [CH3:6][C:3]([C:7]1[CH:12]=[CH:11][CH:10]=[CH:9][CH:8]=1)([CH3:2])[CH2:4][NH:5][C:26](=[O:27])[C:25]1[CH:29]=[CH:30][C:22]([C:21]([F:20])([F:31])[F:32])=[CH:23][CH:24]=1, predict the reactants needed to synthesize it. The reactants are: Cl.[CH3:2][C:3]([C:7]1[CH:12]=[CH:11][CH:10]=[CH:9][CH:8]=1)([CH3:6])[CH2:4][NH2:5].C(N(CC)CC)C.[F:20][C:21]([F:32])([F:31])[C:22]1[CH:30]=[CH:29][C:25]([C:26](Cl)=[O:27])=[CH:24][CH:23]=1. (3) Given the product [C:1]([CH2:3][C:4]1[C:5]([C:17]2[CH:22]=[CH:21][CH:20]=[C:19]([F:23])[CH:18]=2)=[N:6][C:7]2[C:12]([C:13]=1[C:14]([NH:29][C@H:28]([C:40]1[CH:45]=[CH:44][CH:43]=[CH:42][CH:41]=1)[CH2:27][CH3:26])=[O:15])=[CH:11][CH:10]=[CH:9][CH:8]=2)#[N:2], predict the reactants needed to synthesize it. The reactants are: [C:1]([CH2:3][C:4]1[C:5]([C:17]2[CH:22]=[CH:21][CH:20]=[C:19]([F:23])[CH:18]=2)=[N:6][C:7]2[C:12]([C:13]=1[C:14](O)=[O:15])=[CH:11][CH:10]=[CH:9][CH:8]=2)#[N:2].C([CH2:26][C:27]1[C:28]([C:40]2[CH:45]=[CH:44][CH:43]=[CH:42][CH:41]=2)=[N:29]C2C(C=1C(O)=O)=CC=CC=2)#N. (4) Given the product [CH2:3]([O:2][C:15](=[O:26])[CH:16]([C:21]1([CH2:20][CH3:19])[O:14][CH2:11][CH2:12][O:13]1)[CH2:17][CH3:18])[CH3:4], predict the reactants needed to synthesize it. The reactants are: C[O:2][C:3](=O)[CH:4](CC)C(C)=O.[CH2:11]([OH:14])[CH2:12][OH:13].[CH3:15][C:16]1[CH:17]=[CH:18][C:19](S(O)(=O)=O)=[CH:20][CH:21]=1.[OH2:26]. (5) Given the product [C:17](=[C:5]1[C:6](=[O:8])[O:7][C:2]([CH3:10])([CH3:1])[O:3][C:4]1=[O:9])([CH3:19])[CH3:16], predict the reactants needed to synthesize it. The reactants are: [CH3:1][C:2]1([CH3:10])[O:7][C:6](=[O:8])[CH2:5][C:4](=[O:9])[O:3]1.C([O-])(=O)C.[NH4+].[CH3:16][C:17]([CH3:19])=O.C(O)(=O)C. (6) The reactants are: [NH2:1][CH2:2][CH2:3][N:4]1[CH2:9][CH2:8][CH:7]([CH2:10][NH:11][C:12](=[O:18])[O:13][C:14]([CH3:17])([CH3:16])[CH3:15])[CH2:6][CH2:5]1.CCN(C(C)C)C(C)C.[CH:28]1([S:31](Cl)(=[O:33])=[O:32])[CH2:30][CH2:29]1.O. Given the product [CH:28]1([S:31]([NH:1][CH2:2][CH2:3][N:4]2[CH2:9][CH2:8][CH:7]([CH2:10][NH:11][C:12](=[O:18])[O:13][C:14]([CH3:15])([CH3:17])[CH3:16])[CH2:6][CH2:5]2)(=[O:33])=[O:32])[CH2:30][CH2:29]1, predict the reactants needed to synthesize it. (7) The reactants are: [CH:1]1[C:10]2[C:5](=[CH:6][CH:7]=[CH:8][CH:9]=2)[CH:4]=[CH:3][C:2]=1[CH:11]=O.[CH3:13][C:14]1([CH3:22])[O:21][C:19](=[O:20])[CH2:18][C:16](=[O:17])[O:15]1.N1CCCC1C(O)=O.[CH3:31][S:32][CH2:33][C:34]1[CH:35]=[CH:36][CH:37]=[C:38]2[C:42]=1[NH:41][CH:40]=[CH:39]2. Given the product [CH3:13][C:14]1([CH3:22])[O:21][C:19](=[O:20])[CH:18]([CH:11]([C:39]2[C:38]3[C:42](=[C:34]([CH2:33][S:32][CH3:31])[CH:35]=[CH:36][CH:37]=3)[NH:41][CH:40]=2)[C:2]2[CH:3]=[CH:4][C:5]3[C:10](=[CH:9][CH:8]=[CH:7][CH:6]=3)[CH:1]=2)[C:16](=[O:17])[O:15]1, predict the reactants needed to synthesize it. (8) Given the product [N:63]1([C:72]2[CH:77]=[CH:76][N:75]=[CH:74][CH:73]=2)[CH2:68][CH2:67][CH:66]([CH2:69][CH2:70][NH:71][C:9]([C:11]2[C:15]([CH3:16])=[C:14]([NH:17][C:29](=[O:34])[C:30]3[CH:32]=[CH:5][CH:4]=[CH:3][C:31]=3[Cl:36])[N:13]([C:18]3[CH:23]=[CH:22][CH:21]=[CH:20][C:19]=3[CH3:24])[N:12]=2)=[O:10])[CH2:65][CH2:64]1, predict the reactants needed to synthesize it. The reactants are: N1[CH:5]=[CH:4][CH:3]=N1.C(O[C:9]([C:11]1[C:15]([CH3:16])=[C:14]([NH2:17])[N:13]([C:18]2[CH:23]=[CH:22][CH:21]=[CH:20][C:19]=2[CH3:24])[N:12]=1)=[O:10])C.C(OC(=O)[C:29](=[O:34])[CH:30]([C:32]#N)[CH3:31])C.[ClH:36].C1(C)C=CC=CC=1NN.NC1N(C(OC(C)(C)C)=O)N=C(C(OC)=O)C=1.[N:63]1([C:72]2[CH:77]=[CH:76][N:75]=[CH:74][CH:73]=2)[CH2:68][CH2:67][CH:66]([CH2:69][CH2:70][NH2:71])[CH2:65][CH2:64]1. (9) The reactants are: Br[C:2]1[C:3]([O:12][CH3:13])=[C:4]2[C:8]([N:9](Br)[CH:10]=1)=[N:7][CH:6]=[CH:5]2.NN. Given the product [CH3:13][O:12][C:3]1[CH:2]=[CH:10][N:9]=[C:8]2[C:4]=1[CH:5]=[CH:6][NH:7]2, predict the reactants needed to synthesize it. (10) Given the product [CH2:19]([O:18][CH2:17][CH:7]([O:6][CH2:5][N:31]1[CH:32]=[C:27]([I:26])[C:28](=[O:34])[NH:29][C:30]1=[O:33])[CH2:8][O:9][CH2:10][C:11]1[CH:12]=[CH:13][CH:14]=[CH:15][CH:16]=1)[C:20]1[CH:21]=[CH:22][CH:23]=[CH:24][CH:25]=1, predict the reactants needed to synthesize it. The reactants are: C(O[CH2:5][O:6][CH:7]([CH2:17][O:18][CH2:19][C:20]1[CH:25]=[CH:24][CH:23]=[CH:22][CH:21]=1)[CH2:8][O:9][CH2:10][C:11]1[CH:16]=[CH:15][CH:14]=[CH:13][CH:12]=1)(=O)C.[I:26][C:27]1[C:28](=[O:34])[NH:29][C:30](=[O:33])[NH:31][CH:32]=1.Cl[Sn](Cl)(Cl)Cl.C([O-])(O)=O.[Na+].